From a dataset of Forward reaction prediction with 1.9M reactions from USPTO patents (1976-2016). Predict the product of the given reaction. (1) Given the reactants [CH3:1][C:2]([C:6]1[NH:7][C:8]2[C:13]([C:14]=1[CH2:15][CH2:16][N:17]1C(=O)C3C(=CC=CC=3)C1=O)=[CH:12][CH:11]=[CH:10][CH:9]=2)([CH3:5])[CH:3]=[CH2:4], predict the reaction product. The product is: [CH3:5][C:2]([C:6]1[NH:7][C:8]2[C:13]([C:14]=1[CH2:15][CH2:16][NH2:17])=[CH:12][CH:11]=[CH:10][CH:9]=2)([CH3:1])[CH:3]=[CH2:4]. (2) Given the reactants C[Si]([N-][Si](C)(C)C)(C)C.[Na+].[CH2:11]([N:13]1[N:17]=[N:16][C:15]([C:18]2[CH:23]=[CH:22][C:21]([C:24]([C:29]3[CH:34]=[CH:33][C:32]([CH:35]([OH:43])[CH2:36][C:37]4[CH:42]=[CH:41][CH:40]=[CH:39][N:38]=4)=[CH:31][CH:30]=3)([CH3:28])[CH:25]([CH3:27])[CH3:26])=[CH:20][CH:19]=2)=[N:14]1)[CH3:12].I[CH3:45], predict the reaction product. The product is: [CH2:11]([N:13]1[N:17]=[N:16][C:15]([C:18]2[CH:19]=[CH:20][C:21]([C:24]([C:29]3[CH:30]=[CH:31][C:32]([CH:35]([O:43][CH3:45])[CH2:36][C:37]4[CH:42]=[CH:41][CH:40]=[CH:39][N:38]=4)=[CH:33][CH:34]=3)([CH3:28])[CH:25]([CH3:27])[CH3:26])=[CH:22][CH:23]=2)=[N:14]1)[CH3:12]. (3) Given the reactants [CH3:1][C:2]1[N:3]([CH3:12])[C:4]2[C:10]([NH2:11])=[CH:9][CH:8]=[CH:7][C:5]=2[N:6]=1.[CH:13]([O:16][C:17]1[CH:22]=[CH:21][C:20]([S:23]([NH2:26])(=[O:25])=[O:24])=[CH:19][C:18]=1[N:27]=[C:28]=[S:29])([CH3:15])[CH3:14], predict the reaction product. The product is: [CH3:1][C:2]1[N:3]([CH3:12])[C:4]2[C:10]([NH:11][C:28](=[S:29])[NH:27][C:18]3[CH:19]=[C:20]([S:23]([NH2:26])(=[O:25])=[O:24])[CH:21]=[CH:22][C:17]=3[O:16][CH:13]([CH3:15])[CH3:14])=[CH:9][CH:8]=[CH:7][C:5]=2[N:6]=1. (4) The product is: [CH:21]([C:17]1[CH:16]=[C:15]([NH:14][C:5]2[C:4]3[C:9](=[CH:10][N:11]=[C:2]([NH:32][CH2:31][CH2:30][N:24]4[CH2:29][CH2:28][O:27][CH2:26][CH2:25]4)[CH:3]=3)[N:8]=[CH:7][C:6]=2[C:12]#[N:13])[CH:20]=[CH:19][CH:18]=1)([CH3:23])[CH3:22]. Given the reactants F[C:2]1[CH:3]=[C:4]2[C:9](=[CH:10][N:11]=1)[N:8]=[CH:7][C:6]([C:12]#[N:13])=[C:5]2[NH:14][C:15]1[CH:20]=[CH:19][CH:18]=[C:17]([CH:21]([CH3:23])[CH3:22])[CH:16]=1.[N:24]1([CH2:30][CH2:31][NH2:32])[CH2:29][CH2:28][O:27][CH2:26][CH2:25]1, predict the reaction product.